From a dataset of Reaction yield outcomes from USPTO patents with 853,638 reactions. Predict the reaction yield, written as a fraction of the theoretical maximum amount of product (1.0 means a 100% yield; for example, 0.34 means a 34% yield). (1) The reactants are Cl[C:2]1[CH:7]=[CH:6][N:5]=[C:4]2[CH:8]=[C:9]([C:11]3[S:12][CH:13]=[CH:14][N:15]=3)[S:10][C:3]=12.[F:16][C:17]1[CH:22]=[C:21]([N+:23]([O-:25])=[O:24])[CH:20]=[CH:19][C:18]=1[OH:26].C(=O)([O-])[O-].[K+].[K+]. The catalyst is O(C1C=CC=CC=1)C1C=CC=CC=1.CCOC(C)=O. The product is [F:16][C:17]1[CH:22]=[C:21]([N+:23]([O-:25])=[O:24])[CH:20]=[CH:19][C:18]=1[O:26][C:2]1[CH:7]=[CH:6][N:5]=[C:4]2[CH:8]=[C:9]([C:11]3[S:12][CH:13]=[CH:14][N:15]=3)[S:10][C:3]=12. The yield is 0.660. (2) The reactants are C[N+]1([O-])CCOCC1.[Cl:9][C:10]1[CH:15]=[CH:14][C:13]([CH2:16][CH2:17][NH:18][C:19](=[O:25])[CH2:20][C:21]([F:24])([F:23])[F:22])=[CH:12][C:11]=1[CH2:26][OH:27]. The catalyst is C(Cl)Cl.[Ru]([O-])(=O)(=O)=O.C([N+](CCC)(CCC)CCC)CC. The product is [Cl:9][C:10]1[CH:15]=[CH:14][C:13]([CH2:16][CH2:17][NH:18][C:19](=[O:25])[CH2:20][C:21]([F:24])([F:23])[F:22])=[CH:12][C:11]=1[CH:26]=[O:27]. The yield is 0.810. (3) The reactants are Br[C:2]1[CH:3]=[C:4]2[C:8](=[C:9]([CH2:11][CH3:12])[CH:10]=1)[NH:7][C:6]1[C:13]([CH2:19][CH2:20][OH:21])([CH2:17][CH3:18])[O:14][CH2:15][CH2:16][C:5]2=1.P([O-])([O-])([O-])=O.[K+].[K+].[K+].[C:30]1(B(O)O)[CH:35]=[CH:34][CH:33]=[CH:32][CH:31]=1.ClCCl. The catalyst is COCCOC.C1C=CC(P(C2C=CC=CC=2)[C-]2C=CC=C2)=CC=1.C1C=CC(P(C2C=CC=CC=2)[C-]2C=CC=C2)=CC=1.Cl[Pd]Cl.[Fe+2]. The product is [CH2:17]([C:13]1([CH2:19][CH2:20][OH:21])[C:6]2[NH:7][C:8]3[C:4]([C:5]=2[CH2:16][CH2:15][O:14]1)=[CH:3][C:2]([C:30]1[CH:35]=[CH:34][CH:33]=[CH:32][CH:31]=1)=[CH:10][C:9]=3[CH2:11][CH3:12])[CH3:18]. The yield is 0.200. (4) The reactants are [Cl:1][C:2]1[C:10]([NH:11][S:12]([C:15]2[S:16][CH:17]=[CH:18][CH:19]=2)(=[O:14])=[O:13])=[C:9]2[C:5]([CH:6]=[C:7]([C:20]([O:22]CC)=[O:21])[NH:8]2)=[CH:4][CH:3]=1.[OH-].[Na+].O1CCCC1. The catalyst is CO. The product is [Cl:1][C:2]1[C:10]([NH:11][S:12]([C:15]2[S:16][CH:17]=[CH:18][CH:19]=2)(=[O:14])=[O:13])=[C:9]2[C:5]([CH:6]=[C:7]([C:20]([OH:22])=[O:21])[NH:8]2)=[CH:4][CH:3]=1. The yield is 0.950. (5) The reactants are [NH2:1][C:2]1[N:7]=[CH:6][N:5]=[C:4]2[N:8]([CH:12]([C:14]3[C:15]([O:34][CH3:35])=[C:16]([CH:23]4[CH2:26][N:25]([C:27]([NH:29]C(C)(C)C)=[O:28])[CH2:24]4)[C:17]([C:21]#[N:22])=[C:18]([Cl:20])[CH:19]=3)[CH3:13])[N:9]=[C:10]([CH3:11])[C:3]=12. The catalyst is FC(F)(F)C(O)=O.CO. The product is [NH2:1][C:2]1[N:7]=[CH:6][N:5]=[C:4]2[N:8]([CH:12]([C:14]3[C:15]([O:34][CH3:35])=[C:16]([CH:23]4[CH2:26][N:25]([C:27]([NH2:29])=[O:28])[CH2:24]4)[C:17]([C:21]#[N:22])=[C:18]([Cl:20])[CH:19]=3)[CH3:13])[N:9]=[C:10]([CH3:11])[C:3]=12. The yield is 0.500. (6) The reactants are Cl[C:2]1[CH:7]=[C:6]([Cl:8])[CH:5]=[C:4]([C:9]2[CH:14]=[CH:13][C:12]([O:15][CH:16]([CH3:18])[CH3:17])=[CH:11][CH:10]=2)[N:3]=1.[CH3:19][O:20][C:21]1[CH:26]=[CH:25][CH:24]=[C:23]([Sn](CCCC)(CCCC)CCCC)[N:22]=1.[F-].[Cs+]. The catalyst is [Cu]I.C1C=CC([P]([Pd]([P](C2C=CC=CC=2)(C2C=CC=CC=2)C2C=CC=CC=2)([P](C2C=CC=CC=2)(C2C=CC=CC=2)C2C=CC=CC=2)[P](C2C=CC=CC=2)(C2C=CC=CC=2)C2C=CC=CC=2)(C2C=CC=CC=2)C2C=CC=CC=2)=CC=1. The product is [Cl:8][C:6]1[CH:5]=[C:4]([C:9]2[CH:14]=[CH:13][C:12]([O:15][CH:16]([CH3:18])[CH3:17])=[CH:11][CH:10]=2)[N:3]=[C:2]([C:23]2[CH:24]=[CH:25][CH:26]=[C:21]([O:20][CH3:19])[N:22]=2)[CH:7]=1. The yield is 0.920.